This data is from Catalyst prediction with 721,799 reactions and 888 catalyst types from USPTO. The task is: Predict which catalyst facilitates the given reaction. (1) Reactant: F[C:2](F)(F)C(O)=O.[F:8][C:9]1[C:19]2[N:18]([CH3:20])[C:17](=[O:21])[O:16][CH2:15][CH2:14][C:13]=2[CH:12]=[C:11]([N:22]2[CH2:26][C@H:25]([CH2:27][NH:28][C:29](=[O:35])OC(C)(C)C)[O:24][C:23]2=[O:36])[CH:10]=1.C(OC(=O)C)(=O)C.C(N(C(C)C)CC)(C)C.NC[C@@H]1OC(=O)N(C2C=C(F)C3N(C)C(=O)OCCC=3C=2)C1. The catalyst class is: 366. Product: [F:8][C:9]1[C:19]2[N:18]([CH3:20])[C:17](=[O:21])[O:16][CH2:15][CH2:14][C:13]=2[CH:12]=[C:11]([N:22]2[CH2:26][C@H:25]([CH2:27][NH:28][C:29](=[O:35])[CH3:2])[O:24][C:23]2=[O:36])[CH:10]=1. (2) Reactant: [CH2:1]([C:3]1[N:7]([C:8]2[CH:13]=[CH:12][CH:11]=[CH:10][CH:9]=2)[N:6]=[CH:5][C:4]=1[C:14]1[N:15]=[CH:16][N:17]([C:19]2[CH:20]=[C:21]([NH2:26])[CH:22]=[CH:23][C:24]=2[CH3:25])[CH:18]=1)[CH3:2].[Li+].C[Si]([N-][Si](C)(C)C)(C)C.C[O:38][C:39](=O)[C:40]1[CH:45]=[C:44]([C:46]([CH3:49])([CH3:48])[CH3:47])[CH:43]=[CH:42][C:41]=1[O:50][CH3:51].C([O-])(O)=O.[Na+]. Product: [C:46]([C:44]1[CH:43]=[CH:42][C:41]([O:50][CH3:51])=[C:40]([CH:45]=1)[C:39]([NH:26][C:21]1[CH:22]=[CH:23][C:24]([CH3:25])=[C:19]([N:17]2[CH:18]=[C:14]([C:4]3[CH:5]=[N:6][N:7]([C:8]4[CH:13]=[CH:12][CH:11]=[CH:10][CH:9]=4)[C:3]=3[CH2:1][CH3:2])[N:15]=[CH:16]2)[CH:20]=1)=[O:38])([CH3:49])([CH3:47])[CH3:48]. The catalyst class is: 1. (3) Reactant: C1(P(C2C=CC=CC=2)C2C=CC=CC=2)C=CC=CC=1.[C:20]([Br:24])(Br)(Br)Br.[CH2:25]([N:32]1[CH2:37][CH2:36][N:35]([C:38]([O:40][C:41]([CH3:44])([CH3:43])[CH3:42])=[O:39])[CH2:34][C@H:33]1CO)[C:26]1[CH:31]=[CH:30][CH:29]=[CH:28][CH:27]=1. Product: [CH2:25]([N:32]1[CH2:33][CH2:34][N:35]([C:38]([O:40][C:41]([CH3:44])([CH3:43])[CH3:42])=[O:39])[CH2:36][C@H:37]1[CH2:20][Br:24])[C:26]1[CH:27]=[CH:28][CH:29]=[CH:30][CH:31]=1. The catalyst class is: 27. (4) Product: [Cl:26][C:4]1[CH:3]=[C:2]([CH:7]=[CH:6][C:5]=1[N:8]1[C:12]2=[N:13][C:14]3[C:19]([Cl:20])=[CH:18][CH:17]=[C:16]([CH:21]([CH2:24][CH3:25])[CH2:22][CH3:23])[C:15]=3[N:11]2[CH2:10][CH2:9]1)[CH:34]=[O:35]. The catalyst class is: 7. Reactant: Br[C:2]1[CH:7]=[CH:6][C:5]([N:8]2[C:12]3=[N:13][C:14]4[C:19]([Cl:20])=[CH:18][CH:17]=[C:16]([CH:21]([CH2:24][CH3:25])[CH2:22][CH3:23])[C:15]=4[N:11]3[CH2:10][CH2:9]2)=[C:4]([Cl:26])[CH:3]=1.C([Li])CCC.CN(C)[CH:34]=[O:35]. (5) Reactant: [CH3:1][C:2]1[C:6]([C:7]2[CH:12]=[CH:11][CH:10]=[CH:9][CH:8]=2)=[C:5]([CH3:13])[N:4]([C:14]2[CH:19]=[CH:18][C:17]([CH2:20][CH2:21][NH:22][C:23]([NH:25][S:26]([C:29]3[CH:34]=[CH:33][C:32]([CH3:35])=[CH:31][CH:30]=3)(=[O:28])=[O:27])=[O:24])=[CH:16][CH:15]=2)[N:3]=1.ClCCl.C(N(CC)CC)C.C(Cl)(=O)[O:47]C1C=CC=CC=1. Product: [C:32]1([CH3:35])[CH:31]=[CH:30][C:29]([S:26]([OH:27])(=[O:28])=[O:47])=[CH:34][CH:33]=1.[CH3:1][C:2]1[C:6]([C:7]2[CH:12]=[CH:11][CH:10]=[CH:9][CH:8]=2)=[C:5]([CH3:13])[N:4]([C:14]2[CH:19]=[CH:18][C:17]([CH2:20][CH2:21][NH:22][C:23]([NH:25][S:26]([C:29]3[CH:34]=[CH:33][CH:32]=[CH:31][CH:30]=3)(=[O:27])=[O:28])=[O:24])=[CH:16][CH:15]=2)[N:3]=1. The catalyst class is: 6. (6) The catalyst class is: 14. Product: [C:36]([O:35][C:33]([NH:32][CH2:31][C@H:28]1[CH2:27][CH2:26][C@H:25]([NH:24][C:22]2[S:23][CH:11]=[C:12]([C:14]3[C:19]([CH3:20])=[N:18][CH:17]=[CH:16][N:15]=3)[N:21]=2)[CH2:30][CH2:29]1)=[O:34])([CH3:39])([CH3:37])[CH3:38]. Reactant: CCN(C(C)C)C(C)C.Br[CH2:11][C:12]([C:14]1[C:19]([CH3:20])=[N:18][CH:17]=[CH:16][N:15]=1)=O.[NH2:21][C:22]([NH:24][C@H:25]1[CH2:30][CH2:29][C@H:28]([CH2:31][NH:32][C:33]([O:35][C:36]([CH3:39])([CH3:38])[CH3:37])=[O:34])[CH2:27][CH2:26]1)=[S:23]. (7) Product: [C:24]([O:28][C:29](=[O:35])[NH:30][CH2:31][CH2:32][CH2:33][NH:34][C:3]([C:5]1[N:6]=[CH:7][C:8]2[C:9](=[O:23])[N:10]([CH2:16][C:17]3[CH:18]=[CH:19][CH:20]=[CH:21][CH:22]=3)[CH:11]=[CH:12][C:13]=2[C:14]=1[OH:15])=[O:4])([CH3:27])([CH3:25])[CH3:26]. The catalyst class is: 351. Reactant: CO[C:3]([C:5]1[N:6]=[CH:7][C:8]2[C:9](=[O:23])[N:10]([CH2:16][C:17]3[CH:22]=[CH:21][CH:20]=[CH:19][CH:18]=3)[CH:11]=[CH:12][C:13]=2[C:14]=1[OH:15])=[O:4].[C:24]([O:28][C:29](=[O:35])[NH:30][CH2:31][CH2:32][CH2:33][NH2:34])([CH3:27])([CH3:26])[CH3:25]. (8) Reactant: [Cl:1][C:2]1[CH:3]=[C:4]([CH:17]=[CH:18][CH:19]=1)[CH2:5][N:6]1[CH:11]=[CH:10][CH:9]=[C:8]([C:12]([O:14]C)=[O:13])[C:7]1=[O:16].[OH-].[Na+]. Product: [Cl:1][C:2]1[CH:3]=[C:4]([CH:17]=[CH:18][CH:19]=1)[CH2:5][N:6]1[CH:11]=[CH:10][CH:9]=[C:8]([C:12]([OH:14])=[O:13])[C:7]1=[O:16]. The catalyst class is: 1. (9) Reactant: [C:1]([C:5]1[CH:6]=[C:7]([CH2:11][CH2:12][OH:13])[CH:8]=[CH:9][CH:10]=1)([CH3:4])([CH3:3])[CH3:2].C(Cl)Cl.[C:17]1([CH3:27])[CH:22]=[CH:21][C:20]([S:23](Cl)(=[O:25])=[O:24])=[CH:19][CH:18]=1. Product: [CH3:27][C:17]1[CH:22]=[CH:21][C:20]([S:23]([O:13][CH2:12][CH2:11][C:7]2[CH:8]=[CH:9][CH:10]=[C:5]([C:1]([CH3:4])([CH3:2])[CH3:3])[CH:6]=2)(=[O:25])=[O:24])=[CH:19][CH:18]=1. The catalyst class is: 250. (10) Reactant: [CH2:1]([NH:3][CH2:4][C:5]1[CH:10]=[CH:9][C:8]([CH2:11][N:12]2[CH2:17][CH2:16][N:15]([C:18]3[C:23]([C:24]([O:26][CH:27]([CH3:29])[CH3:28])=[O:25])=[CH:22][CH:21]=[CH:20][N:19]=3)[CH2:14][CH2:13]2)=[CH:7][CH:6]=1)[CH3:2].[Cl:30][C:31]1[CH:38]=[CH:37][CH:36]=[CH:35][C:32]=1[CH:33]=O.C(O)(=O)C.C([BH3-])#N.[Na+]. Product: [Cl:30][C:31]1[CH:38]=[CH:37][CH:36]=[CH:35][C:32]=1[CH2:33][N:3]([CH2:4][C:5]1[CH:10]=[CH:9][C:8]([CH2:11][N:12]2[CH2:13][CH2:14][N:15]([C:18]3[C:23]([C:24]([O:26][CH:27]([CH3:28])[CH3:29])=[O:25])=[CH:22][CH:21]=[CH:20][N:19]=3)[CH2:16][CH2:17]2)=[CH:7][CH:6]=1)[CH2:1][CH3:2]. The catalyst class is: 5.